From a dataset of Reaction yield outcomes from USPTO patents with 853,638 reactions. Predict the reaction yield, written as a fraction of the theoretical maximum amount of product (1.0 means a 100% yield; for example, 0.34 means a 34% yield). (1) The reactants are Cl.[CH3:2][NH:3][CH2:4][CH:5]([NH:12][C:13]1[C:22]2[C:17](=C(C(N)=O)[CH:19]=[CH:20][CH:21]=2)[N:16]=[CH:15][N:14]=1)[C:6]1[CH:11]=[CH:10][CH:9]=[CH:8][CH:7]=1.CC[N:28](CC)CC.[CH:33](=[O:35])[CH3:34].[BH-](O[C:46]([CH3:48])=O)(OC(C)=O)OC(C)=O.[Na+]. The catalyst is CC(O)=O.CCO. The product is [CH2:46]([N:3]([CH3:2])[CH2:4][CH:5]([NH:12][C:13]1[C:22]2[C:17](=[C:34]([C:33]([NH2:28])=[O:35])[CH:19]=[CH:20][CH:21]=2)[N:16]=[CH:15][N:14]=1)[C:6]1[CH:7]=[CH:8][CH:9]=[CH:10][CH:11]=1)[CH3:48]. The yield is 0.400. (2) The reactants are F[C:2]1[CH:7]=[CH:6][CH:5]=[CH:4][C:3]=1[C:8]1[C:17]2[C:12](=[CH:13][CH:14]=[CH:15][CH:16]=2)[CH:11]=[CH:10][C:9]=1[OH:18].CN1CCCC1=O.C(=O)([O-])[O-].[K+].[K+]. The catalyst is O. The product is [CH:16]1[C:17]2[C:8]3[C:3]4[CH:4]=[CH:5][CH:6]=[CH:7][C:2]=4[O:18][C:9]=3[CH:10]=[CH:11][C:12]=2[CH:13]=[CH:14][CH:15]=1. The yield is 0.860.